This data is from Full USPTO retrosynthesis dataset with 1.9M reactions from patents (1976-2016). The task is: Predict the reactants needed to synthesize the given product. (1) Given the product [Cl:1][C:2]1[N:3]=[C:4]([Cl:11])[C:5]2[CH:10]=[CH:9][N:8]([S:18]([C:13]3[CH:12]=[CH:17][C:16]([CH3:25])=[CH:15][CH:14]=3)(=[O:19])=[O:20])[C:6]=2[N:7]=1, predict the reactants needed to synthesize it. The reactants are: [Cl:1][C:2]1[N:3]=[C:4]([Cl:11])[C:5]2[CH:10]=[CH:9][NH:8][C:6]=2[N:7]=1.[C:12]1(C)[C:13]([S:18](Cl)(=[O:20])=[O:19])=[CH:14][CH:15]=[CH:16][CH:17]=1.[OH-].[Na+].[CH3:25]C(C)=O. (2) The reactants are: [H-].[H-].[H-].[H-].[Li+].[Al+3].[CH2:7]([O:10][C:11]1[CH:18]=[C:17]([F:19])[CH:16]=[CH:15][C:12]=1[C:13]#[N:14])[CH:8]=[CH2:9]. Given the product [CH2:7]([O:10][C:11]1[CH:18]=[C:17]([F:19])[CH:16]=[CH:15][C:12]=1[CH2:13][NH2:14])[CH:8]=[CH2:9], predict the reactants needed to synthesize it. (3) Given the product [Cl:1][C:2]1[CH:3]=[CH:4][C:5]([CH:8]2[NH:14][C:15](=[O:22])[CH:16]([C:17]([CH:19]3[CH2:20][CH2:21]3)=[O:18])[C:9]2=[O:11])=[CH:6][CH:7]=1, predict the reactants needed to synthesize it. The reactants are: [Cl:1][C:2]1[CH:7]=[CH:6][C:5]([CH:8]([NH:14][C:15](=[O:22])[CH2:16][C:17]([CH:19]2[CH2:21][CH2:20]2)=[O:18])[C:9]([O:11]CC)=O)=[CH:4][CH:3]=1. (4) Given the product [CH3:1][O:2][C:3]1[C:4]([CH3:31])=[C:5]([C:22]([O:29][CH3:30])=[C:23]([O:27][CH3:28])[C:24]=1[O:25][CH3:26])[CH2:6][C:7]1[CH:8]=[CH:9][C:10]([O:21][C:35]2[CH:36]=[CH:37][N:32]=[CH:33][CH:34]=2)=[C:11]([CH:20]=1)[C:12]([N:14]1[CH2:15][CH2:16][O:17][CH2:18][CH2:19]1)=[O:13], predict the reactants needed to synthesize it. The reactants are: [CH3:1][O:2][C:3]1[C:4]([CH3:31])=[C:5]([C:22]([O:29][CH3:30])=[C:23]([O:27][CH3:28])[C:24]=1[O:25][CH3:26])[CH2:6][C:7]1[CH:8]=[CH:9][C:10]([OH:21])=[C:11]([CH:20]=1)[C:12]([N:14]1[CH2:19][CH2:18][O:17][CH2:16][CH2:15]1)=[O:13].[N:32]1[CH:37]=[CH:36][C:35](B(O)O)=[CH:34][CH:33]=1.C(N(CC)CC)C.N1C=CC=CC=1. (5) Given the product [CH3:35][O:36][C:37](=[O:40])[CH2:38][O:30][C:2]1[CH:3]=[CH:4][C:5]2[S:6][C:7]3[C:12](=[CH:11][CH:10]=[CH:9][C:8]=3[C:16]3[O:17][C:18]([N:23]4[CH2:28][CH2:27][O:26][CH2:25][CH2:24]4)=[CH:19][C:20](=[O:22])[CH:21]=3)[CH2:13][C:14]=2[CH:15]=1, predict the reactants needed to synthesize it. The reactants are: N[C:2]1[CH:15]=[C:14]2[C:5]([S:6][C:7]3[C:8]([C:16]4[O:17][C:18]([N:23]5[CH2:28][CH2:27][O:26][CH2:25][CH2:24]5)=[CH:19][C:20](=[O:22])[CH:21]=4)=[CH:9][CH:10]=[CH:11][C:12]=3[CH2:13]2)=[CH:4][CH:3]=1.C(=O)([O-])[O-:30].[K+].[K+].[CH3:35][O:36][C:37](=[O:40])[CH2:38]Br. (6) Given the product [CH2:1]([O:3][C:4](=[O:31])[CH2:5][C:6]1[CH:11]=[CH:10][C:9]([O:12][CH3:13])=[C:8]([O:14][C:15]2[CH:20]=[CH:19][C:18]([Br:21])=[CH:17][C:16]=2[CH2:22][N:23]([CH2:24][C:25]2[CH:26]=[CH:27][CH:28]=[CH:29][CH:30]=2)[C:33]([O:35][CH3:36])=[O:34])[CH:7]=1)[CH3:2], predict the reactants needed to synthesize it. The reactants are: [CH2:1]([O:3][C:4](=[O:31])[CH2:5][C:6]1[CH:11]=[CH:10][C:9]([O:12][CH3:13])=[C:8]([O:14][C:15]2[CH:20]=[CH:19][C:18]([Br:21])=[CH:17][C:16]=2[CH2:22][NH:23][CH2:24][C:25]2[CH:30]=[CH:29][CH:28]=[CH:27][CH:26]=2)[CH:7]=1)[CH3:2].Cl[C:33]([O:35][CH3:36])=[O:34]. (7) Given the product [ClH:1].[NH2:53][CH2:52][C@H:49]1[CH2:48][CH2:47][C@H:46]([C:44]([NH:43][C@H:30]([C:31]([NH:33][C:34]2[CH:42]=[C:41]3[C:37]([CH:38]=[N:39][NH:40]3)=[CH:36][CH:35]=2)=[O:32])[CH2:29][C:25]2[CH:24]=[C:23]([C:20]3[CH:21]=[CH:22][C:17]([C:15]([NH:14][CH2:13][CH2:12][N:11]([CH2:61][CH3:62])[CH2:9][CH3:10])=[O:16])=[CH:18][CH:19]=3)[CH:28]=[CH:27][CH:26]=2)=[O:45])[CH2:51][CH2:50]1, predict the reactants needed to synthesize it. The reactants are: [ClH:1].FC(F)(F)C(O)=O.[CH2:9]([N:11]([CH2:61][CH3:62])[CH2:12][CH2:13][NH:14][C:15]([C:17]1[CH:22]=[CH:21][C:20]([C:23]2[CH:28]=[CH:27][CH:26]=[C:25]([CH2:29][C@H:30]([NH:43][C:44]([C@H:46]3[CH2:51][CH2:50][C@H:49]([CH2:52][NH:53]C(=O)OC(C)(C)C)[CH2:48][CH2:47]3)=[O:45])[C:31]([NH:33][C:34]3[CH:42]=[C:41]4[C:37]([CH:38]=[N:39][NH:40]4)=[CH:36][CH:35]=3)=[O:32])[CH:24]=2)=[CH:19][CH:18]=1)=[O:16])[CH3:10].C(#N)C. (8) Given the product [C:57]([O:56][C:54]([N:61]1[CH2:62][CH:63]=[C:64]([C:2]2[CH:3]=[N:4][C:5]([O:11][C:12]3[CH:17]=[CH:16][C:15]([O:18][C:19]4[CH:24]=[CH:23][CH:22]=[CH:21][CH:20]=4)=[CH:14][CH:13]=3)=[C:6]([C:7](=[O:8])[NH2:9])[CH:10]=2)[CH2:65][CH2:66]1)=[O:55])([CH3:60])([CH3:58])[CH3:59], predict the reactants needed to synthesize it. The reactants are: Cl[C:2]1[CH:3]=[N:4][C:5]([O:11][C:12]2[CH:17]=[CH:16][C:15]([O:18][C:19]3[CH:24]=[CH:23][CH:22]=[CH:21][CH:20]=3)=[CH:14][CH:13]=2)=[C:6]([CH:10]=1)[C:7]([NH2:9])=[O:8].C1(P(C2CCCCC2)C2C=CC=CC=2C2C(OC)=CC=CC=2OC)CCCCC1.[C:54]([N:61]1[CH2:66][CH:65]=[C:64](B2OC(C)(C)C(C)(C)O2)[CH2:63][CH2:62]1)([O:56][C:57]([CH3:60])([CH3:59])[CH3:58])=[O:55].C(=O)([O-])[O-].[Cs+].[Cs+].O1CCOCC1.O.